Dataset: Full USPTO retrosynthesis dataset with 1.9M reactions from patents (1976-2016). Task: Predict the reactants needed to synthesize the given product. (1) Given the product [OH:40][C:2]1[C:11]2[C:6](=[C:7]([CH3:14])[C:8]([O:12][CH3:13])=[CH:9][CH:10]=2)[N:5]=[C:4]([C:15]2[CH:16]=[N:17][N:18]([CH2:20][CH2:21][CH3:22])[CH:19]=2)[CH:3]=1, predict the reactants needed to synthesize it. The reactants are: Cl[C:2]1[C:11]2[C:6](=[C:7]([CH3:14])[C:8]([O:12][CH3:13])=[CH:9][CH:10]=2)[N:5]=[C:4]([C:15]2[CH:16]=[N:17][N:18]([CH2:20][CH2:21][CH3:22])[CH:19]=2)[CH:3]=1.C(N1C=C(C2C=C([OH:40])C3C(=C(C)C(OC)=CC=3)N=2)C=N1)C. (2) Given the product [O:1]1[C:10]2[C:5](=[CH:6][C:7]([CH:14]=[O:15])=[CH:8][CH:9]=2)[CH2:4][CH2:3][CH2:2]1, predict the reactants needed to synthesize it. The reactants are: [O:1]1[C:10]2[C:5](=[CH:6][CH:7]=[CH:8][CH:9]=2)[CH2:4][CH2:3][CH2:2]1.CN([CH:14]=[O:15])C.P(Cl)(Cl)(Cl)=O. (3) Given the product [Br:16][C:8]1[CH:9]=[CH:10][C:11]([O:12][CH3:13])=[C:6]([O:5][CH2:4][CH:1]2[CH2:2][CH2:3]2)[C:7]=1[O:14][CH3:15], predict the reactants needed to synthesize it. The reactants are: [CH:1]1([CH2:4][O:5][C:6]2[C:11]([O:12][CH3:13])=[CH:10][CH:9]=[CH:8][C:7]=2[O:14][CH3:15])[CH2:3][CH2:2]1.[Br:16]N1C(=O)CCC1=O. (4) Given the product [CH3:17][N:16]([CH3:18])[C:14]([CH:11]1[CH2:12][CH2:13][N:8]([C:4]2[CH:5]=[CH:6][CH:7]=[C:2]([B:19]3[O:23][C:22]([CH3:25])([CH3:24])[C:21]([CH3:27])([CH3:26])[O:20]3)[CH:3]=2)[CH2:9][CH2:10]1)=[O:15], predict the reactants needed to synthesize it. The reactants are: Br[C:2]1[CH:3]=[C:4]([N:8]2[CH2:13][CH2:12][CH:11]([C:14]([N:16]([CH3:18])[CH3:17])=[O:15])[CH2:10][CH2:9]2)[CH:5]=[CH:6][CH:7]=1.[B:19]1([B:19]2[O:23][C:22]([CH3:25])([CH3:24])[C:21]([CH3:27])([CH3:26])[O:20]2)[O:23][C:22]([CH3:25])([CH3:24])[C:21]([CH3:27])([CH3:26])[O:20]1.CC([O-])=O.[K+]. (5) Given the product [Br:1][C:2]1[CH:7]=[CH:6][C:5]([N:8]=[CH:19][N:20]([CH3:22])[CH3:21])=[C:4]([C:9]2[CH2:14][CH2:13][C:12]([CH3:16])([CH3:15])[CH2:11][CH:10]=2)[CH:3]=1, predict the reactants needed to synthesize it. The reactants are: [Br:1][C:2]1[CH:7]=[CH:6][C:5]([NH2:8])=[C:4]([C:9]2[CH2:14][CH2:13][C:12]([CH3:16])([CH3:15])[CH2:11][CH:10]=2)[CH:3]=1.CO[CH:19](OC)[N:20]([CH3:22])[CH3:21]. (6) Given the product [CH2:1]([O:3][C@@H:4]([CH2:14][C:15]1[CH:16]=[CH:17][C:18]([OH:21])=[CH:19][CH:20]=1)[C:5]([OH:7])=[O:6])[CH3:2].[CH2:1]([O:3][C@H:4]([CH2:14][C:15]1[CH:16]=[CH:17][C:18]([OH:21])=[CH:19][CH:20]=1)[C:5]([O:7][CH2:8][CH2:9][CH2:10][CH2:11][CH2:12][CH3:13])=[O:6])[CH3:2], predict the reactants needed to synthesize it. The reactants are: [CH2:1]([O:3][CH:4]([CH2:14][C:15]1[CH:20]=[CH:19][C:18]([OH:21])=[CH:17][CH:16]=1)[C:5]([O:7][CH2:8][CH2:9][CH2:10][CH2:11][CH2:12][CH3:13])=[O:6])[CH3:2].C(#N)C.